Task: Regression/Classification. Given a drug SMILES string, predict its absorption, distribution, metabolism, or excretion properties. Task type varies by dataset: regression for continuous measurements (e.g., permeability, clearance, half-life) or binary classification for categorical outcomes (e.g., BBB penetration, CYP inhibition). Dataset: rlm.. Dataset: Rat liver microsome stability data (1) The compound is O=C(C1CCNCC1)N1CCC(NS(=O)(=O)c2cc(S(=O)(=O)c3ccccc3)ccc2C(F)(F)F)CC1. The result is 0 (unstable in rat liver microsomes). (2) The result is 1 (stable in rat liver microsomes). The compound is CC(C)NC(=O)c1cccc(-c2cc(-c3ccc(N4CCN(C)CC4)cc3)[nH]n2)c1. (3) The drug is COc1cc2c(cc1-c1c(C)noc1C)[nH]c1ncnc(-c3c(C)[nH]c4ccccc34)c12. The result is 0 (unstable in rat liver microsomes). (4) The compound is Cc1c2c(n3c1CCCN1CCNC[C@H]1CNc1cc-3ccc1C(N)=O)CC(C)(C)CC2=O. The result is 0 (unstable in rat liver microsomes).